This data is from Experimentally validated miRNA-target interactions with 360,000+ pairs, plus equal number of negative samples. The task is: Binary Classification. Given a miRNA mature sequence and a target amino acid sequence, predict their likelihood of interaction. (1) The miRNA is hsa-miR-4745-5p with sequence UGAGUGGGGCUCCCGGGACGGCG. The protein sequence of the target gene is MQSSPSPAHPQLPVLQTQMVSDGMTGSNPVSPASSSSPASSGAGGISPQHIAQDSSLDGPPGPPDGATVPLEGFSLSQAADLANKGPKWEKSHAEIAEQAKHEAEIETRIAELRKEGFWSLKRLPKVPEPPRPKGHWDYLCEEMQWLSADFAQERRWKRGVARKVVRMVIRHHEEQRQKEERARREEQAKLRRIASTMAKDVRQFWSNVEKVVQFKQQSRLEEKRKKALDLHLDFIVGQTEKYSDLLSQSLNQPLTSSKAGSSPCLGSSSAASSPPPPASRLDDEDGDFQPQEDEEEDDE.... Result: 0 (no interaction). (2) The miRNA is hsa-miR-1273c with sequence GGCGACAAAACGAGACCCUGUC. The protein sequence of the target gene is MALLRGVFIVAAKRTPFGAYGGLLKDFSATDLTEFAARAALSAGKVPPETIDSVIVGNVMQSSSDAAYLARHVGLRVGVPTETGALTLNRLCGSGFQSIVSGCQEICSKDAEVVLCGGTESMSQSPYCVRNVRFGTKFGLDLKLEDTLWAGLTDQHVKLPMGMTAENLAAKYNISREDCDRYALQSQQRWKAANEAGYFNEEMAPIEVKTKKGKQTMQVDEHARPQTTLEQLQKLPSVFKKDGTVTAGNASGVSDGAGAVIIASEDAVKKHNFTPLARVVGYFVSGCDPTIMGIGPVPAI.... Result: 0 (no interaction). (3) The miRNA is cel-miR-392-3p with sequence UAUCAUCGAUCACGUGUGAUGA. The protein sequence of the target gene is MRSLLLLVLISVCWADHHLSDSYTPPDQDRVIHIQAENGPRLLVEAEQAKVFSHRGGNVTLPCKFYRDPTAFGSGIHKIRIKWTKLTSDYLREVDVFVSMGYHKKTYGGYQGRVFLKGGSDNDASLVITDLTLEDYGRYKCEVIEGLEDDTAVVALELQGVVFPYFPRLGRYNLNFHEARQACLDQDAVIASFDQLYDAWRGGLDWCNAGWLSDGSVQYPITKPREPCGGQNTVPGVRNYGFWDKDKSRYDVFCFTSNFNGRFYYLIHPTKLTYDEAVQACLNDGAQIAKVGQIFAAWKL.... Result: 0 (no interaction). (4) The miRNA is hsa-miR-520g-5p with sequence UCUAGAGGAAGCACUUUCUGUUU. Result: 0 (no interaction). The protein sequence of the target gene is MCCWPLLLLWGLLPGTAAGGSGRTYPHRTLLDSEGKYWLGWSQRGSQIAFRLQVRTAGYVGFGFSPTGAMASADIVVGGVAHGRPYLQDYFTNANRELKKDAQQDYHLEYAMENSTHTIIEFTRELHTCDINDKSITDSTVRVIWAYHHEDAGEAGPKYHDSNRGTKSLRLLNPEKTSVLSTALPYFDLVNQDVPIPNKDTTYWCQMFKIPVFQEKHHVIKVEPVIQRGHESLVHHILLYQCSNNFNDSVLESGHECYHPNMPDAFLTCETVIFAWAIGGEGFSYPPHVGLSLGTPLDPH.... (5) The miRNA is hsa-miR-6807-3p with sequence CACUGCAUUCCUGCUUGGCCCAG. The protein sequence of the target gene is MSEVTRSLLQRWGASFRRGADFDSWGQLVEAIDEYQILARHLQKEAQAQHNNSEFTEEQKKTIGKIATCLELRSAALQSTQSQEEFKLEDLKKLEPILKNILTYNKEFPFDVQPVPLRRILAPGEEENLEFEEDEEEGGAGAGSPDSFPARVPGTLLPRLPSEPGMTLLTIRIEKIGLKDAGQCIDPYITVSVKDLNGIDLTPVQDTPVASRKEDTYVHFNVDIELQKHVEKLTKGAAIFFEFKHYKPKKRFTSTKCFAFMEMDEIKPGPIVIELYKKPTDFKRKKLQLLTKKPLYLHLH.... Result: 0 (no interaction). (6) Result: 1 (interaction). The miRNA is hsa-miR-2467-3p with sequence AGCAGAGGCAGAGAGGCUCAGG. The protein sequence of the target gene is MEEEQDLPEQPVKKAKMQESGEQTISQVSNPDVSDQKPETSSLASNLPMSEEIMTCTDYIPRSSNDYTSQMYSAKPYAHILSVPVSETAYPGQTQYQTLQQTQPYAVYPQATQTYGLPPFGALWPGMKPESGLIQTPSPSQHSVLTCTTGLTTSQPSPAHYSYPIQASSTNASLISTSSTIANIPAAAVASISNQDYPTYTILGQNQYQACYPSSSFGVTGQTNSDAESTTLAATTYQSEKPSVMAPAPAAQRLSSGDPSTSPSLSQTTPSKDTDDQSRKNMTSKNRGKRKADATSSQDS.... (7) The miRNA is mmu-miR-30c-1-3p with sequence CUGGGAGAGGGUUGUUUACUCC. The protein sequence of the target gene is MTSHSTSAQCSASDSACRISSEQISQVRPKLQLLKILHAAGAQGEVFTMKEVMHYLGQYIMVKQLYDQQEQHMVYCGGDLLGDLLGCQSFSVKDPSPLYDMLRKNLVTSASINTDAAQTLALAQDHTMDFPSQDRLKHGATEYSNPRKRTEEEDTHTLPTSRHKCRDSRADEDLIEHLSQDETSRLDLDFEEWDVAGLPWWFLGNLRNNCIPKSNGSTDLQTNQDIGTAIVSDTTDDLWFLNETVSEQLGVGIKVEAANSEQTSEVGKTSNKKTVEVGKDDDLEDSRSLSDDTDVELTSE.... Result: 0 (no interaction). (8) The miRNA is hsa-miR-518d-5p with sequence CUCUAGAGGGAAGCACUUUCUG. The protein sequence of the target gene is MDSYSAPESTPSASSRPEDYFIGATPLQKRLESVRKQSSFILTPPRRKIPQCSQLQEDVDPQKVAFLLHKQWTLYSLTPLYKFSYSNLKEYSRLLNAFIVAEKQKGLAVEVGEDFNIKVIFSTLLGMKGTQRDPEAFLVQIVSKSQLPSENREGKVLWTGWFCCVFGDSLLETVSEDFTCLPLFLANGAESNTAIIGTWFQKTFDCYFSPLAINAFNLSWMAAMWTACKMDHYVATTEFLWSVPCSPQSLDISFAIHPEDAKALWDSVHKTPGEVTQEEVDLFMDCLYSHFHRHFKIHLS.... Result: 0 (no interaction). (9) The miRNA is cel-miR-75-3p with sequence UUAAAGCUACCAACCGGCUUCA. The protein sequence of the target gene is MDVSSEHTKDPGGEGGDGESLAARPSKIKASSGPPTSPEPGELESEPEEEEEEQAASQGGTAADEQAEAPKGLTAAEAAGEEGPGEPGRPAEPQPEPEEPAEVGAEEPAQPEPGAGPEELEAEAGAEELEQAAEGKEVRFQASLPLTRIDEEEAAAAPEAETERVEGEEEDKEETQRDGAESKERDGEGRPAKSQEEGKRLYGRDEFEDLEWSEEVQKLQEQQLRSDLLDQYRSLLVERNRSQRYNLYLQHKIFEALRRKKGLEAAEVADRGAEAEAPEKEQAYLRHLGMLEELKKQQAD.... Result: 0 (no interaction). (10) The miRNA is mmu-miR-27a-3p with sequence UUCACAGUGGCUAAGUUCCGC. The protein sequence of the target gene is METGSDSDQLERVFLRLGHAETDEQLQNIISKFLPPVLLKLSSTQEGVRKKVMELLVHLNKRIKSRPKIQLPVETLLVQYQDPAAVSFVTNFTIIYVKMGYPRLPVEKQCELAPTLLTAMEGKPQPQQDSLMHLLIPTLFHMKYPAESSKSASPFNLAEKPKTVQLLLDFMLDVLLMPYGYVLNESQSRQNSSSSSQGSSSNSGGGSGIPQPPPGMSFYAAKRVIGDNPWTPEQLEQCKLGIVKFIEAEQVPELEAVLHLVIASSDTRHSVATAADLELKSKQSLIDWNNPAIINKMYKV.... Result: 0 (no interaction).